From a dataset of Full USPTO retrosynthesis dataset with 1.9M reactions from patents (1976-2016). Predict the reactants needed to synthesize the given product. (1) Given the product [F:1][C@@H:2]1[CH2:6][NH:5][C@@H:4]([C:14]2[CH:19]=[CH:18][CH:17]=[C:16]([F:20])[CH:15]=2)[CH2:3]1, predict the reactants needed to synthesize it. The reactants are: [F:1][C@@H:2]1[CH2:6][N:5](C(OC(C)(C)C)=O)[C@@H:4]([C:14]2[CH:19]=[CH:18][CH:17]=[C:16]([F:20])[CH:15]=2)[CH2:3]1.C(O)(C(F)(F)F)=O. (2) Given the product [CH3:7][C:8]1[CH2:19][C:18]2[CH:17]=[C:16]3[C:12](=[CH:11][C:10]=2[CH:9]=1)[CH2:13][CH2:14][CH2:15]3, predict the reactants needed to synthesize it. The reactants are: [H-].[Al+3].[Li+].[H-].[H-].[H-].[CH3:7][CH:8]1[CH2:19][C:18]2[C:10](=[CH:11][C:12]3[CH2:13][CH2:14][CH2:15][C:16]=3[CH:17]=2)[C:9]1=O.Cl. (3) Given the product [CH3:1][S:2]([C:5]1[CH:6]=[CH:7][C:8]([CH2:9][NH:10][C:11]([C:13]2[C:14](=[O:36])[N:15]([C:26]3[CH:31]=[CH:30][CH:29]=[C:28]([C:32]([F:33])([F:34])[F:35])[CH:27]=3)[C:16]([CH3:25])=[C:17]([C:19]3[O:20][C:21]([CH3:40])=[C:22]([CH3:24])[N:23]=3)[CH:18]=2)=[O:12])=[CH:37][CH:38]=1)(=[O:3])=[O:4], predict the reactants needed to synthesize it. The reactants are: [CH3:1][S:2]([C:5]1[CH:38]=[CH:37][C:8]([CH2:9][NH:10][C:11]([C:13]2[C:14](=[O:36])[N:15]([C:26]3[CH:31]=[CH:30][CH:29]=[C:28]([C:32]([F:35])([F:34])[F:33])[CH:27]=3)[C:16]([CH3:25])=[C:17]([C:19]3[O:20][CH:21]=[C:22]([CH3:24])[N:23]=3)[CH:18]=2)=[O:12])=[CH:7][CH:6]=1)(=[O:4])=[O:3].Br[CH:40](C)C(=O)C.C([O-])([O-])=O.[Ca+2].CN1C(=O)CCC1. (4) Given the product [Cl:1][C:2]1[CH:3]=[C:4]([CH:38]=[CH:39][CH:40]=1)[O:5][C:6]1[N:7]=[CH:8][C:9]2[N:14]=[C:13]([C:15]3[CH:35]=[C:34]([CH3:36])[C:18]([O:19][CH:20]4[CH2:23][CH:22]([C:24]([OH:26])=[O:25])[CH2:21]4)=[C:17]([CH3:37])[CH:16]=3)[O:12][C:10]=2[N:11]=1, predict the reactants needed to synthesize it. The reactants are: [Cl:1][C:2]1[CH:3]=[C:4]([CH:38]=[CH:39][CH:40]=1)[O:5][C:6]1[N:7]=[CH:8][C:9]2[N:14]=[C:13]([C:15]3[CH:35]=[C:34]([CH3:36])[C:18]([O:19][CH:20]4[CH2:23][CH:22]([C:24]([O:26]CC5C=CC=CC=5)=[O:25])[CH2:21]4)=[C:17]([CH3:37])[CH:16]=3)[O:12][C:10]=2[N:11]=1. (5) Given the product [F:13][C:12]([F:15])([F:14])[C:8]1[CH:7]=[C:6]([C:4]2[C:3]3[CH:16]=[CH:17][CH:18]=[CH:19][C:2]=3[NH:1][C:24](=[O:23])[CH2:25][N:26]=2)[CH:11]=[CH:10][CH:9]=1, predict the reactants needed to synthesize it. The reactants are: [NH2:1][C:2]1[CH:19]=[CH:18][CH:17]=[CH:16][C:3]=1[C:4]([C:6]1[CH:11]=[CH:10][CH:9]=[C:8]([C:12]([F:15])([F:14])[F:13])[CH:7]=1)=O.Cl.C([O:23][C:24](=O)[CH2:25][NH2:26])C. (6) Given the product [Br:19][C:20]1[CH:32]=[CH:31][C:23]([O:24][CH:25]2[CH2:26][CH2:27][N:28]([CH:2]([CH3:4])[CH3:1])[CH2:29][CH2:30]2)=[CH:22][CH:21]=1, predict the reactants needed to synthesize it. The reactants are: [CH3:1][C:2]([CH3:4])=O.[BH-](OC(C)=O)(OC(C)=O)OC(C)=O.[Na+].[Br:19][C:20]1[CH:32]=[CH:31][C:23]([O:24][CH:25]2[CH2:30][CH2:29][NH:28][CH2:27][CH2:26]2)=[CH:22][CH:21]=1.